Dataset: Reaction yield outcomes from USPTO patents with 853,638 reactions. Task: Predict the reaction yield, written as a fraction of the theoretical maximum amount of product (1.0 means a 100% yield; for example, 0.34 means a 34% yield). (1) The reactants are C(OC(=O)[NH:7][C:8]1[CH:13]=[CH:12][CH:11]=[C:10]([C:14]2[CH:19]=[CH:18][C:17]([CH2:20][NH:21][S:22]([CH3:25])(=[O:24])=[O:23])=[CH:16][CH:15]=2)[N:9]=1)(C)(C)C. The catalyst is Cl.CO. The product is [NH2:7][C:8]1[N:9]=[C:10]([C:14]2[CH:15]=[CH:16][C:17]([CH2:20][NH:21][S:22]([CH3:25])(=[O:24])=[O:23])=[CH:18][CH:19]=2)[CH:11]=[CH:12][CH:13]=1. The yield is 0.800. (2) The reactants are [CH3:1][O:2][C:3]1[CH:11]=[CH:10][C:9]([S:12](=[O:15])(=[O:14])[NH2:13])=[CH:8][C:4]=1[C:5]([OH:7])=O.[F:16][C:17]([F:30])([F:29])[C:18]1[CH:19]=[C:20]([CH:22]=[C:23]([C:25]([F:28])([F:27])[F:26])[CH:24]=1)[NH2:21]. No catalyst specified. The product is [F:16][C:17]([F:29])([F:30])[C:18]1[CH:19]=[C:20]([NH:21][C:5](=[O:7])[C:4]2[CH:8]=[C:9]([S:12](=[O:15])(=[O:14])[NH2:13])[CH:10]=[CH:11][C:3]=2[O:2][CH3:1])[CH:22]=[C:23]([C:25]([F:26])([F:28])[F:27])[CH:24]=1. The yield is 0.242. (3) The reactants are [Cl:1][C:2]1[CH:7]=[C:6](I)[C:5]([Cl:9])=[CH:4][N:3]=1.[NH2:10][C:11]1[CH:20]=[CH:19][CH:18]=[CH:17][C:12]=1[C:13]([NH:15][CH3:16])=[O:14].P([O-])([O-])([O-])=O.[K+].[K+].[K+].C1(P(C2C=CC=CC=2)C2C=CC=CC=2OC2C=CC=CC=2P(C2C=CC=CC=2)C2C=CC=CC=2)C=CC=CC=1. The catalyst is O1CCOCC1.CC([O-])=O.CC([O-])=O.[Pd+2]. The product is [Cl:1][C:2]1[CH:7]=[C:6]([NH:10][C:11]2[CH:20]=[CH:19][CH:18]=[CH:17][C:12]=2[C:13]([NH:15][CH3:16])=[O:14])[C:5]([Cl:9])=[CH:4][N:3]=1. The yield is 0.560. (4) The yield is 0.760. The reactants are C[Si]([C:5]#[C:6][C:7]1[CH:8]=[CH:9][CH:10]=[C:11]2[C:15]=1[C:14](=[O:16])[NH:13][CH2:12]2)(C)C.CCCC[N+](CCCC)(CCCC)CCCC.[F-]. The catalyst is C1COCC1. The product is [C:6]([C:7]1[CH:8]=[CH:9][CH:10]=[C:11]2[C:15]=1[C:14](=[O:16])[NH:13][CH2:12]2)#[CH:5]. (5) The reactants are [C:1]([N:4]1[CH2:9][CH2:8][CH:7]([C:10]2[CH:15]=[CH:14][C:13]([C:16]3[CH:17]=[C:18]4[C:22](=[CH:23][C:24]=3[Cl:25])[NH:21][CH:20]=[C:19]4[C:26]([O:28]C)=[O:27])=[CH:12][CH:11]=2)[CH2:6][CH2:5]1)(=[O:3])[CH3:2].[OH-].[Na+]. The catalyst is CO. The product is [C:1]([N:4]1[CH2:5][CH2:6][CH:7]([C:10]2[CH:15]=[CH:14][C:13]([C:16]3[CH:17]=[C:18]4[C:22](=[CH:23][C:24]=3[Cl:25])[NH:21][CH:20]=[C:19]4[C:26]([OH:28])=[O:27])=[CH:12][CH:11]=2)[CH2:8][CH2:9]1)(=[O:3])[CH3:2]. The yield is 0.300. (6) The reactants are Br[C:2]1[CH:7]=[CH:6][N:5]=[C:4]2[N:8]([S:11]([C:14]3[CH:19]=[CH:18][CH:17]=[CH:16][CH:15]=3)(=[O:13])=[O:12])[CH:9]=[CH:10][C:3]=12.C([O-])(=O)C.[K+].[B:25]1([B:25]2[O:29][C:28]([CH3:31])([CH3:30])[C:27]([CH3:33])([CH3:32])[O:26]2)[O:29][C:28]([CH3:31])([CH3:30])[C:27]([CH3:33])([CH3:32])[O:26]1. The catalyst is O1CCOCC1. The product is [C:14]1([S:11]([N:8]2[C:4]3=[N:5][CH:6]=[CH:7][C:2]([B:25]4[O:29][C:28]([CH3:31])([CH3:30])[C:27]([CH3:33])([CH3:32])[O:26]4)=[C:3]3[CH:10]=[CH:9]2)(=[O:13])=[O:12])[CH:19]=[CH:18][CH:17]=[CH:16][CH:15]=1. The yield is 0.920. (7) The reactants are [C:1]([C:5]1[CH:30]=[CH:29][C:8]([CH2:9][N:10]2[C:18]3[C:13](=[CH:14][C:15]([NH:19][S:20]([C:23]4[CH:28]=[CH:27][CH:26]=[CH:25][CH:24]=4)(=[O:22])=[O:21])=[CH:16][CH:17]=3)[CH:12]=[CH:11]2)=[CH:7][CH:6]=1)([CH3:4])([CH3:3])[CH3:2].[H-].[Na+].[CH3:33][O:34][C:35](=[O:38])[CH2:36]Br.CCCCCC. The catalyst is CN(C=O)C.CCOC(C)=O. The product is [CH3:33][O:34][C:35](=[O:38])[CH2:36][N:19]([S:20]([C:23]1[CH:28]=[CH:27][CH:26]=[CH:25][CH:24]=1)(=[O:21])=[O:22])[C:15]1[CH:14]=[C:13]2[C:18](=[CH:17][CH:16]=1)[N:10]([CH2:9][C:8]1[CH:29]=[CH:30][C:5]([C:1]([CH3:4])([CH3:2])[CH3:3])=[CH:6][CH:7]=1)[CH:11]=[CH:12]2. The yield is 0.720. (8) The reactants are [CH3:1][C:2]1[N:7]=[C:6]([NH2:8])[CH:5]=[CH:4][CH:3]=1.[C:9]([O:13][C:14](O[C:14]([O:13][C:9]([CH3:12])([CH3:11])[CH3:10])=[O:15])=[O:15])([CH3:12])([CH3:11])[CH3:10].[C:24](=[O:26])=[O:25].[Cl-].[NH4+]. The catalyst is CN(C)C=O.C(N(CC)CC)C.N1C=CC=CC=1. The product is [C:9]([O:13][C:14]([N:8]([C:6]1[CH:5]=[CH:4][CH:3]=[C:2]([CH3:1])[N:7]=1)[C:24](=[O:26])[O:25][C:9]([CH3:12])([CH3:11])[CH3:10])=[O:15])([CH3:12])([CH3:11])[CH3:10]. The yield is 0.747. (9) The reactants are [CH3:1][O:2][C:3](=[O:34])[C:4]([CH3:33])([CH3:32])[CH:5]([CH:29]1[CH2:31][CH2:30]1)[NH:6][C:7]([C:9]1[C:17]2[C:12](=[N:13][CH:14]=[C:15]([CH:18]3[CH2:20][CH2:19]3)[N:16]=2)[N:11](COCC[Si](C)(C)C)[CH:10]=1)=[O:8].C(O)(C(F)(F)F)=O. The catalyst is C(Cl)Cl. The product is [CH3:1][O:2][C:3](=[O:34])[C:4]([CH3:32])([CH3:33])[CH:5]([CH:29]1[CH2:31][CH2:30]1)[NH:6][C:7]([C:9]1[C:17]2[C:12](=[N:13][CH:14]=[C:15]([CH:18]3[CH2:19][CH2:20]3)[N:16]=2)[NH:11][CH:10]=1)=[O:8]. The yield is 0.700. (10) The reactants are [CH3:1][O:2][C:3]([NH:5][C@H:6]([C:10]([N:12]1[C@@H:16]([CH3:17])[CH2:15][CH2:14][C@H:13]1[C:18]1[NH:22][C:21]2[C:23]3[C:28]([CH2:29][CH2:30][C:20]=2[N:19]=1)=[CH:27][C:26]1[C:31]2[C:36]([CH2:37][O:38][C:25]=1[CH:24]=3)=[CH:35][C:34]([C:39]1[NH:43][C:42]([C@@H:44]3[CH2:48][C@H:47]([CH2:49][O:50][CH3:51])[CH2:46][N:45]3[C:52]([O:54][C:55]([CH3:58])([CH3:57])[CH3:56])=[O:53])=[N:41][CH:40]=1)=[CH:33][CH:32]=2)=[O:11])[CH:7]([CH3:9])[CH3:8])=[O:4].CO. The catalyst is C(Cl)Cl.O=[Mn]=O. The product is [CH3:1][O:2][C:3]([NH:5][C@H:6]([C:10]([N:12]1[C@@H:16]([CH3:17])[CH2:15][CH2:14][C@H:13]1[C:18]1[NH:22][C:21]2[C:23]3[C:28]([CH:29]=[CH:30][C:20]=2[N:19]=1)=[CH:27][C:26]1[C:31]2[C:36]([CH2:37][O:38][C:25]=1[CH:24]=3)=[CH:35][C:34]([C:39]1[NH:43][C:42]([C@@H:44]3[CH2:48][C@H:47]([CH2:49][O:50][CH3:51])[CH2:46][N:45]3[C:52]([O:54][C:55]([CH3:58])([CH3:57])[CH3:56])=[O:53])=[N:41][CH:40]=1)=[CH:33][CH:32]=2)=[O:11])[CH:7]([CH3:9])[CH3:8])=[O:4]. The yield is 0.580.